From a dataset of HIV replication inhibition screening data with 41,000+ compounds from the AIDS Antiviral Screen. Binary Classification. Given a drug SMILES string, predict its activity (active/inactive) in a high-throughput screening assay against a specified biological target. (1) The molecule is COc1cc(OC)c2c(-c3ccc(O)cc3)cc(=O)oc2c1. The result is 0 (inactive). (2) The molecule is O=C1c2ccccc2C(=O)c2c(NCCNCCO)ccc(O)c21. The result is 0 (inactive). (3) The drug is CCN(CC)CC(=O)NC1c2ccccc2Oc2c(C)cccc21. The result is 0 (inactive). (4) The molecule is COC(=O)C1CCCN1C(=O)C1Cc2c([nH]c3ccccc23)C(C=C(C)C)N1C(=O)OC(C)(C)C(Cl)(Cl)Cl. The result is 0 (inactive). (5) The molecule is CCCCCCCCCC(=O)OCC1OC(n2cc(F)c(=O)[nH]c2=O)C(NC(=O)OCc2ccccc2)C(OC(=O)CCCCCCCCC)C1O. The result is 0 (inactive). (6) The molecule is NC(=O)c1ncn(CCN2CCN(C(=O)NCCCCCCNC(=O)N3CCN(CCn4cnc(C(N)=O)c4N)CC3)CC2)c1N. The result is 0 (inactive). (7) The drug is C[S+](C)CCOC(=O)C(=[N+]=[N-])c1ccc([N+](=O)[O-])cc1.[I-]. The result is 0 (inactive). (8) The compound is Cc1cc(=O)c(C#N)c(C)s1. The result is 0 (inactive). (9) The result is 0 (inactive). The drug is O=NNc1nc(-c2cccnc2)nc2ccccc12.[NaH]. (10) The compound is CCOC(=O)C(=NNc1ccccc1)N1C(=S)N(C)N=C(C)C=C1S. The result is 0 (inactive).